Dataset: Full USPTO retrosynthesis dataset with 1.9M reactions from patents (1976-2016). Task: Predict the reactants needed to synthesize the given product. Given the product [C:23]([OH:30])(=[O:29])/[CH:24]=[CH:25]\[C:26]([OH:28])=[O:27].[Br:14][C:7]1[C:6]([Br:15])=[C:5]([Br:16])[C:4]2[N:3]=[C:2]([N:17]3[CH2:22][CH2:21][NH:20][CH2:19][CH2:18]3)[N:12]3[C:13]=2[C:8]=1[CH2:9][CH2:10][CH2:11]3, predict the reactants needed to synthesize it. The reactants are: Br[C:2]1[N:12]2[C:13]3[C:8]([CH2:9][CH2:10][CH2:11]2)=[C:7]([Br:14])[C:6]([Br:15])=[C:5]([Br:16])[C:4]=3[N:3]=1.[NH:17]1[CH2:22][CH2:21][NH:20][CH2:19][CH2:18]1.[C:23]([OH:30])(=[O:29])/[CH:24]=[CH:25]\[C:26]([OH:28])=[O:27].